This data is from Full USPTO retrosynthesis dataset with 1.9M reactions from patents (1976-2016). The task is: Predict the reactants needed to synthesize the given product. Given the product [F:24][C:20]1[C:17]2[CH2:18][CH2:19][CH:13]([N:11]3[CH:12]=[C:8]([C:5]4[CH:6]=[CH:7][C:2]([O:37][C:38]5[C:39]([CH3:44])=[N:40][CH:41]=[CH:42][CH:43]=5)=[CH:3][CH:4]=4)[N:9]=[N:10]3)[C:14](=[O:30])[N:15]([CH2:25][C:26]([F:29])([F:28])[F:27])[C:16]=2[CH:23]=[CH:22][CH:21]=1, predict the reactants needed to synthesize it. The reactants are: Br[C:2]1[CH:7]=[CH:6][C:5]([C:8]2[N:9]=[N:10][N:11]([CH:13]3[CH2:19][CH2:18][C:17]4[C:20]([F:24])=[CH:21][CH:22]=[CH:23][C:16]=4[N:15]([CH2:25][C:26]([F:29])([F:28])[F:27])[C:14]3=[O:30])[CH:12]=2)=[CH:4][CH:3]=1.C(=O)([O-])[O-].[Cs+].[Cs+].[OH:37][C:38]1[C:39]([CH3:44])=[N:40][CH:41]=[CH:42][CH:43]=1.CC(C)(C(=O)CC(=O)C(C)(C)C)C.